From a dataset of Peptide-MHC class I binding affinity with 185,985 pairs from IEDB/IMGT. Regression. Given a peptide amino acid sequence and an MHC pseudo amino acid sequence, predict their binding affinity value. This is MHC class I binding data. (1) The peptide sequence is YLHDPLTPY. The MHC is HLA-A02:03 with pseudo-sequence HLA-A02:03. The binding affinity (normalized) is 0.597. (2) The peptide sequence is AEPPFGESY. The MHC is HLA-B44:03 with pseudo-sequence HLA-B44:03. The binding affinity (normalized) is 0.545.